Predict the reaction yield, written as a fraction of the theoretical maximum amount of product (1.0 means a 100% yield; for example, 0.34 means a 34% yield). From a dataset of Reaction yield outcomes from USPTO patents with 853,638 reactions. The reactants are [Cl:1][C:2]1[CH:22]=[CH:21][C:5]2[C:6](OS(C(F)(F)F)(=O)=O)=[C:7]([C:9]([O:11][CH3:12])=[O:10])[S:8][C:4]=2[CH:3]=1.[CH2:23]([N:25](CC)CC)[CH3:24].C(OC)(=O)C[SH:32]. The catalyst is ClCCl.O.C(OCC)(=O)C. The product is [Cl:1][C:2]1[CH:22]=[CH:21][C:5]2[C:6]([S:32][CH2:24][C:23]#[N:25])=[C:7]([C:9]([O:11][CH3:12])=[O:10])[S:8][C:4]=2[CH:3]=1. The yield is 0.640.